From a dataset of Full USPTO retrosynthesis dataset with 1.9M reactions from patents (1976-2016). Predict the reactants needed to synthesize the given product. (1) Given the product [CH2:16]([O:18][CH2:19][CH2:20][NH:21][S:12]([C:3]1[C:4]([Cl:11])=[CH:5][CH:6]=[C:7]([N+:8]([O-:10])=[O:9])[C:2]=1[Cl:1])(=[O:14])=[O:13])[CH3:17], predict the reactants needed to synthesize it. The reactants are: [Cl:1][C:2]1[C:7]([N+:8]([O-:10])=[O:9])=[CH:6][CH:5]=[C:4]([Cl:11])[C:3]=1[S:12](Cl)(=[O:14])=[O:13].[CH2:16]([O:18][CH2:19][CH2:20][NH2:21])[CH3:17].C(N(CC)CC)C. (2) Given the product [F:27][CH:28]([F:36])[N:16]1[N:17]=[N:18][C:14]([C@:5]2([CH3:19])[CH2:4][O:3][C:2]([CH3:20])([CH3:1])[N:6]2[C:7]([O:9][C:10]([CH3:11])([CH3:12])[CH3:13])=[O:8])=[N:15]1, predict the reactants needed to synthesize it. The reactants are: [CH3:1][C:2]1([CH3:20])[N:6]([C:7]([O:9][C:10]([CH3:13])([CH3:12])[CH3:11])=[O:8])[C@:5]([CH3:19])([C:14]2[N:15]=[N:16][NH:17][N:18]=2)[CH2:4][O:3]1.C(=O)([O-])[O-].[K+].[K+].[F:27][C:28]([F:36])(S(F)(=O)=O)C(O)=O.C(=O)([O-])O.[Na+].